From a dataset of Forward reaction prediction with 1.9M reactions from USPTO patents (1976-2016). Predict the product of the given reaction. (1) The product is: [ClH:1].[Cl:1][C:2]1[CH:3]=[C:4]([O:8][CH2:9][C:10]([N:23]([CH:20]2[CH2:19][CH2:18][N:17]([CH2:16][CH:13]3[CH2:15][CH2:14]3)[CH2:22][CH2:21]2)[CH3:24])=[O:12])[CH:5]=[N:6][CH:7]=1. Given the reactants [Cl:1][C:2]1[CH:3]=[C:4]([O:8][CH2:9][C:10]([OH:12])=O)[CH:5]=[N:6][CH:7]=1.[CH:13]1([CH2:16][N:17]2[CH2:22][CH2:21][CH:20]([NH:23][CH3:24])[CH2:19][CH2:18]2)[CH2:15][CH2:14]1, predict the reaction product. (2) Given the reactants [H-].[Al+3].[Li+].[H-].[H-].[H-].[N:7]1[C:12]2[NH:13][C:14]3[C:19]([C:11]=2[CH:10]=[CH:9][CH:8]=1)=[CH:18][C:17]([NH:20][CH:21]=O)=[CH:16][CH:15]=3.C1COCC1.[OH-].[Na+], predict the reaction product. The product is: [CH3:21][NH:20][C:17]1[CH:18]=[C:19]2[C:14](=[CH:15][CH:16]=1)[NH:13][C:12]1[N:7]=[CH:8][CH:9]=[CH:10][C:11]2=1. (3) The product is: [CH3:31][C:25]1[CH:26]=[C:27]([CH3:30])[CH:28]=[CH:29][C:24]=1[N:21]1[CH2:20][CH2:19][N:18]([C:16]([C:13]2[CH:14]=[N:15][C:10]([N:4]3[CH2:3][C@H:2]([CH3:1])[CH2:6][S:5]3(=[O:8])=[O:7])=[CH:11][CH:12]=2)=[O:17])[CH2:23][CH2:22]1. Given the reactants [CH3:1][C@@H:2]1[CH2:6][S:5](=[O:8])(=[O:7])[NH:4][CH2:3]1.Br[C:10]1[N:15]=[CH:14][C:13]([C:16]([N:18]2[CH2:23][CH2:22][N:21]([C:24]3[CH:29]=[CH:28][C:27]([CH3:30])=[CH:26][C:25]=3[CH3:31])[CH2:20][CH2:19]2)=[O:17])=[CH:12][CH:11]=1, predict the reaction product. (4) Given the reactants [Cl:1][C:2]1[CH:3]=[C:4]([CH:8]2[C:12]([C:15]3[CH:20]=[CH:19][C:18]([Cl:21])=[CH:17][CH:16]=3)([C:13]#[N:14])[CH:11]([CH2:22][C:23]([CH3:26])([CH3:25])[CH3:24])[NH:10][CH:9]2[C:27](O)=[O:28])[CH:5]=[CH:6][CH:7]=1.C[NH:31][CH2:32][CH2:33][CH2:34][CH2:35][OH:36].CN(C(ON1N=NC2C=CC=NC1=2)=[N+](C)C)C.F[P-](F)(F)(F)(F)F.CCN(C(C)C)C(C)C, predict the reaction product. The product is: [OH:36][CH2:35][CH2:34][CH2:33][CH2:32][NH:31][C:27]([CH:9]1[CH:8]([C:4]2[CH:5]=[CH:6][CH:7]=[C:2]([Cl:1])[CH:3]=2)[C:12]([C:15]2[CH:16]=[CH:17][C:18]([Cl:21])=[CH:19][CH:20]=2)([C:13]#[N:14])[CH:11]([CH2:22][C:23]([CH3:25])([CH3:26])[CH3:24])[NH:10]1)=[O:28]. (5) The product is: [CH2:41]([C:45]1[N:46]([CH2:54][C:55]2[CH:56]=[CH:57][C:58]([C:61]3[CH:66]=[CH:65][CH:64]=[CH:63][C:62]=3[C:67]3[NH:71][N:70]=[N:69][N:68]=3)=[CH:59][CH:60]=2)[C:47]([C:16]([NH:18][CH2:19][C:20]([O:22][C@H:23]2[CH2:27][O:26][C@@H:25]3[C@H:28]([O:31][N+:32]([O-:34])=[O:33])[CH2:29][O:30][C@H:24]23)=[O:21])=[O:17])=[C:48]([Cl:50])[N:49]=1)[CH2:42][CH2:43][CH3:44]. Given the reactants C1C2C(CO[C:16]([NH:18][CH2:19][C:20]([O:22][C@H:23]3[CH2:27][O:26][C@@H:25]4[C@H:28]([O:31][N+:32]([O-:34])=[O:33])[CH2:29][O:30][C@H:24]34)=[O:21])=[O:17])C3C(=CC=CC=3)C=2C=CC=1.N1CCCCC1.[CH2:41]([C:45]1[N:46]([CH2:54][C:55]2[CH:60]=[CH:59][C:58]([C:61]3[CH:66]=[CH:65][CH:64]=[CH:63][C:62]=3[C:67]3[NH:71][N:70]=[N:69][N:68]=3)=[CH:57][CH:56]=2)[C:47](C(O)=O)=[C:48]([Cl:50])[N:49]=1)[CH2:42][CH2:43][CH3:44].F[P-](F)(F)(F)(F)F.N1(O[P+](N2CCCC2)(N2CCCC2)N2CCCC2)C2C=CC=CC=2N=N1.C(N(CC)CC)C, predict the reaction product. (6) Given the reactants [Cl:1][C:2]1[CH:3]=[CH:4][C:5]([C:9]2[N:13]([CH2:14][CH:15]3[CH2:20][CH2:19][CH2:18][CH2:17][CH2:16]3)[C:12]3[CH:21]=[C:22]([F:26])[C:23]([F:25])=[CH:24][C:11]=3[N:10]=2)=[C:6]([OH:8])[CH:7]=1.C(=O)([O-])[O-].[Cs+].[Cs+].Br[CH2:34][CH:35]1[CH2:40][CH2:39][CH2:38][CH2:37][CH2:36]1, predict the reaction product. The product is: [Cl:1][C:2]1[CH:3]=[CH:4][C:5]([C:9]2[N:13]([CH2:14][CH:15]3[CH2:16][CH2:17][CH2:18][CH2:19][CH2:20]3)[C:12]3[CH:21]=[C:22]([F:26])[C:23]([F:25])=[CH:24][C:11]=3[N:10]=2)=[C:6]([O:8][CH2:34][CH:35]2[CH2:40][CH2:39][CH2:38][CH2:37][CH2:36]2)[CH:7]=1.